This data is from Forward reaction prediction with 1.9M reactions from USPTO patents (1976-2016). The task is: Predict the product of the given reaction. (1) Given the reactants [CH2:1]([NH:3][C:4]([C:6]1[N:10]2[C:11](=[O:27])[CH:12]=[C:13]([CH2:15][C:16]3[CH:21]=[CH:20][CH:19]=[C:18]([C:22]([F:25])([F:24])[F:23])[C:17]=3[F:26])[N:14]=[C:9]2[S:8][C:7]=1[C:28](O)=[O:29])=[O:5])[CH3:2].C([N:33](CC)CC)C.ClC(OC(C)C)=O.[OH-].[NH4+], predict the reaction product. The product is: [CH2:1]([NH:3][C:4]([C:6]1[N:10]2[C:11](=[O:27])[CH:12]=[C:13]([CH2:15][C:16]3[CH:21]=[CH:20][CH:19]=[C:18]([C:22]([F:23])([F:24])[F:25])[C:17]=3[F:26])[N:14]=[C:9]2[S:8][C:7]=1[C:28]([NH2:33])=[O:29])=[O:5])[CH3:2]. (2) Given the reactants C([O:4][C:5]1[CH:6]=[C:7]([CH:12]=[CH:13][CH:14]=1)[C:8]([O:10][CH3:11])=[O:9])C=C.C[N+]1([O-])CC[O:19]CC1.[CH3:23][C:24]([CH3:26])=[O:25], predict the reaction product. The product is: [OH:25][CH:24]([CH2:26][OH:19])[CH2:23][O:4][C:5]1[CH:6]=[C:7]([CH:12]=[CH:13][CH:14]=1)[C:8]([O:10][CH3:11])=[O:9]. (3) Given the reactants C(C1C=C(CC)[NH:5][C:4]=1[CH:10]=[O:11])C.[CH3:12][CH:13]([C:15](=O)[CH2:16][C:17](=O)[CH:18]([CH3:20])[CH3:19])[CH3:14], predict the reaction product. The product is: [CH:13]([C:15]1[CH:16]=[C:17]([CH:18]([CH3:20])[CH3:19])[NH:5][C:4]=1[CH:10]=[O:11])([CH3:14])[CH3:12].